This data is from Reaction yield outcomes from USPTO patents with 853,638 reactions. The task is: Predict the reaction yield, written as a fraction of the theoretical maximum amount of product (1.0 means a 100% yield; for example, 0.34 means a 34% yield). (1) The reactants are [I:1][C:2]1[CH:3]=[C:4]([NH:9][NH2:10])[CH:5]=[CH:6][C:7]=1[CH3:8].[CH3:11][C:12]([CH3:19])([CH3:18])[C:13](=O)[CH2:14][C:15]#[N:16].Cl.[OH-].[Na+]. The catalyst is CCO. The product is [C:12]([C:13]1[CH:14]=[C:15]([NH2:16])[N:9]([C:4]2[CH:5]=[CH:6][C:7]([CH3:8])=[C:2]([I:1])[CH:3]=2)[N:10]=1)([CH3:19])([CH3:18])[CH3:11]. The yield is 0.860. (2) The reactants are Br.Br[CH2:3][C:4]([C:6]1[C:7]([CH3:14])=[N:8][C:9]([CH3:13])=[CH:10][C:11]=1[CH3:12])=O.[NH2:15][C:16]([NH2:18])=[S:17]. The catalyst is CCO. The product is [CH3:14][C:7]1[C:6]([C:4]2[N:15]=[C:16]([NH2:18])[S:17][CH:3]=2)=[C:11]([CH3:12])[CH:10]=[C:9]([CH3:13])[N:8]=1. The yield is 0.620. (3) The reactants are [C:1]([OH:11])(=[O:10])[CH:2]([C:4]1[CH:9]=[CH:8][CH:7]=[CH:6][CH:5]=1)[OH:3].Br[CH:13]([CH3:17])[C:14](Br)=[O:15]. No catalyst specified. The product is [CH3:17][CH:13]1[C:14](=[O:15])[O:3][CH:2]([C:4]2[CH:9]=[CH:8][CH:7]=[CH:6][CH:5]=2)[C:1](=[O:11])[O:10]1. The yield is 0.330. (4) The reactants are C([O:3][C:4]([C:6]1[C:15](=[O:16])[C:14]2[C:9](=[CH:10][CH:11]=[CH:12][C:13]=2[OH:17])[NH:8][CH:7]=1)=[O:5])C. The catalyst is [OH-].[Na+]. The product is [OH:17][C:13]1[CH:12]=[CH:11][CH:10]=[C:9]2[C:14]=1[C:15](=[O:16])[C:6]([C:4]([OH:5])=[O:3])=[CH:7][NH:8]2. The yield is 0.870. (5) The yield is 0.800. The product is [CH3:1][NH:2][C:3]([C:5]1[CH:6]=[C:7]([CH2:11][CH2:12][C:13]([O:15][CH3:16])=[O:14])[CH:8]=[CH:9][CH:10]=1)=[O:4]. The reactants are [CH3:1][NH:2][C:3]([C:5]1[CH:6]=[C:7](/[CH:11]=[CH:12]/[C:13]([O:15][CH3:16])=[O:14])[CH:8]=[CH:9][CH:10]=1)=[O:4].[H][H]. The catalyst is [Pd].C(O)C.CN(C=O)C. (6) The product is [C:1]([C:5]1[C:13]2[C:8](=[CH:9][CH:10]=[C:11]([NH2:14])[CH:12]=2)[NH:7][CH:6]=1)([CH3:4])([CH3:2])[CH3:3]. The catalyst is CO.[Ni]. The reactants are [C:1]([C:5]1[C:13]2[C:8](=[CH:9][CH:10]=[C:11]([N+:14]([O-])=O)[CH:12]=2)[NH:7][CH:6]=1)([CH3:4])([CH3:3])[CH3:2]. The yield is 0.190. (7) The reactants are [Cl:1][C:2]1[CH:3]=[C:4]([CH:6]=[C:7]([Cl:10])[C:8]=1[Cl:9])[NH2:5].Cl.[N:12]([O-])=O.[Na+].[O:16]=[C:17]1[CH2:22][CH2:21][CH2:20][CH2:19][CH:18]1C(O)=O. The catalyst is O. The product is [Cl:1][C:2]1[CH:3]=[C:4]([NH:5][N:12]=[C:18]2[CH2:19][CH2:20][CH2:21][CH2:22][C:17]2=[O:16])[CH:6]=[C:7]([Cl:10])[C:8]=1[Cl:9]. The yield is 0.290. (8) The reactants are [C:1]1(=O)[C:12]2=[C:13]3[C:8](=[CH:9][CH:10]=[CH:11]2)[CH2:7][CH2:6][CH2:5][CH:4]3[CH2:3][CH2:2]1.[BH4-].[Na+].[Cl-].[Al+3].[Cl-].[Cl-]. The yield is 0.800. The product is [CH2:11]1[C:12]2=[C:13]3[C:4](=[CH:3][CH:2]=[CH:1]2)[CH2:5][CH2:6][CH2:7][CH:8]3[CH2:9][CH2:10]1. The catalyst is O1CCCC1.C(OCC)(=O)C.